From a dataset of NCI-60 drug combinations with 297,098 pairs across 59 cell lines. Regression. Given two drug SMILES strings and cell line genomic features, predict the synergy score measuring deviation from expected non-interaction effect. (1) Drug 1: CC1=C(C=C(C=C1)NC(=O)C2=CC=C(C=C2)CN3CCN(CC3)C)NC4=NC=CC(=N4)C5=CN=CC=C5. Drug 2: CCCCC(=O)OCC(=O)C1(CC(C2=C(C1)C(=C3C(=C2O)C(=O)C4=C(C3=O)C=CC=C4OC)O)OC5CC(C(C(O5)C)O)NC(=O)C(F)(F)F)O. Cell line: HOP-62. Synergy scores: CSS=15.5, Synergy_ZIP=-0.655, Synergy_Bliss=-0.961, Synergy_Loewe=-2.00, Synergy_HSA=-2.00. (2) Drug 1: CC1=C(C=C(C=C1)NC(=O)C2=CC=C(C=C2)CN3CCN(CC3)C)NC4=NC=CC(=N4)C5=CN=CC=C5. Drug 2: C1=NC2=C(N1)C(=S)N=CN2. Cell line: UO-31. Synergy scores: CSS=15.7, Synergy_ZIP=13.5, Synergy_Bliss=32.0, Synergy_Loewe=-3.91, Synergy_HSA=1.53. (3) Drug 1: CN1C(=O)N2C=NC(=C2N=N1)C(=O)N. Drug 2: B(C(CC(C)C)NC(=O)C(CC1=CC=CC=C1)NC(=O)C2=NC=CN=C2)(O)O. Cell line: SN12C. Synergy scores: CSS=14.5, Synergy_ZIP=-1.28, Synergy_Bliss=-3.40, Synergy_Loewe=-64.7, Synergy_HSA=-3.46. (4) Drug 1: C1CCC(CC1)NC(=O)N(CCCl)N=O. Drug 2: CN1C2=C(C=C(C=C2)N(CCCl)CCCl)N=C1CCCC(=O)O.Cl. Cell line: MCF7. Synergy scores: CSS=20.9, Synergy_ZIP=-7.62, Synergy_Bliss=-0.904, Synergy_Loewe=-1.55, Synergy_HSA=-0.320. (5) Drug 1: CC1CCC2CC(C(=CC=CC=CC(CC(C(=O)C(C(C(=CC(C(=O)CC(OC(=O)C3CCCCN3C(=O)C(=O)C1(O2)O)C(C)CC4CCC(C(C4)OC)OCCO)C)C)O)OC)C)C)C)OC. Drug 2: CC1=C(C(=O)C2=C(C1=O)N3CC4C(C3(C2COC(=O)N)OC)N4)N. Cell line: SF-295. Synergy scores: CSS=61.1, Synergy_ZIP=-5.91, Synergy_Bliss=-3.34, Synergy_Loewe=-1.03, Synergy_HSA=0.654. (6) Drug 1: CC1C(C(CC(O1)OC2CC(CC3=C2C(=C4C(=C3O)C(=O)C5=C(C4=O)C(=CC=C5)OC)O)(C(=O)C)O)N)O.Cl. Drug 2: CC1=C2C(C(=O)C3(C(CC4C(C3C(C(C2(C)C)(CC1OC(=O)C(C(C5=CC=CC=C5)NC(=O)OC(C)(C)C)O)O)OC(=O)C6=CC=CC=C6)(CO4)OC(=O)C)O)C)O. Cell line: OVCAR-8. Synergy scores: CSS=42.1, Synergy_ZIP=-8.59, Synergy_Bliss=-3.72, Synergy_Loewe=-11.2, Synergy_HSA=-3.03. (7) Synergy scores: CSS=17.6, Synergy_ZIP=-9.79, Synergy_Bliss=-3.67, Synergy_Loewe=-35.9, Synergy_HSA=-6.17. Cell line: EKVX. Drug 2: C1=NC2=C(N1)C(=S)N=C(N2)N. Drug 1: C1=CC(=CC=C1CCC2=CNC3=C2C(=O)NC(=N3)N)C(=O)NC(CCC(=O)O)C(=O)O. (8) Drug 1: C1CCN(CC1)CCOC2=CC=C(C=C2)C(=O)C3=C(SC4=C3C=CC(=C4)O)C5=CC=C(C=C5)O. Drug 2: CN(C)N=NC1=C(NC=N1)C(=O)N. Cell line: NCIH23. Synergy scores: CSS=-11.7, Synergy_ZIP=1.97, Synergy_Bliss=-7.35, Synergy_Loewe=-11.1, Synergy_HSA=-11.3.